Dataset: Full USPTO retrosynthesis dataset with 1.9M reactions from patents (1976-2016). Task: Predict the reactants needed to synthesize the given product. (1) Given the product [CH2:16]([N:13]1[CH2:14][CH2:15][C:11]2([CH2:10][C:9](=[O:27])[C:8]3[C:24](=[CH:25][CH:26]=[C:6](/[CH:5]=[CH:4]/[C:3]([OH:28])=[O:2])[CH:7]=3)[O:23]2)[CH2:12]1)[C:17]1[CH:18]=[CH:19][CH:20]=[CH:21][CH:22]=1, predict the reactants needed to synthesize it. The reactants are: C[O:2][C:3](=[O:28])/[CH:4]=[CH:5]/[C:6]1[CH:7]=[C:8]2[C:24](=[CH:25][CH:26]=1)[O:23][C:11]1([CH2:15][CH2:14][N:13]([CH2:16][C:17]3[CH:22]=[CH:21][CH:20]=[CH:19][CH:18]=3)[CH2:12]1)[CH2:10][C:9]2=[O:27].Cl. (2) Given the product [CH3:1][N:2]1[CH:6]=[C:5]([C:7]2[CH:8]=[N:9][C:10]3[C:15]([N:16]=2)=[CH:14][C:13]([CH:17]2[CH2:18][CH2:19][N:20]([C:23]([O:25][C:26]([CH3:29])([CH3:28])[CH3:27])=[O:24])[CH2:21][CH2:22]2)=[CH:12][CH:11]=3)[CH:4]=[N:3]1, predict the reactants needed to synthesize it. The reactants are: [CH3:1][N:2]1[CH:6]=[C:5]([CH:7]2[NH:16][C:15]3[C:10](=[CH:11][CH:12]=[C:13]([CH:17]4[CH2:22][CH2:21][N:20]([C:23]([O:25][C:26]([CH3:29])([CH3:28])[CH3:27])=[O:24])[CH2:19][CH2:18]4)[CH:14]=3)[NH:9][CH2:8]2)[CH:4]=[N:3]1. (3) The reactants are: [Cl:1][C:2]1[CH:7]=[C:6]([Cl:8])[CH:5]=[CH:4][C:3]=1[S:9](Cl)(=[O:11])=[O:10].C[C:14]1[CH:19]=[CH:18][C:17]([NH:20][C:21]([NH:23][C:24]2[CH:29]=[CH:28][CH:27]=[CH:26][CH:25]=2)=[O:22])=[C:16](N)[CH:15]=1.[N:31]1C=CC=C[CH:32]=1. Given the product [CH3:32][N:31]([C:14]1[CH:15]=[CH:16][C:17]([NH:20][C:21]([NH:23][C:24]2[CH:25]=[CH:26][CH:27]=[CH:28][CH:29]=2)=[O:22])=[CH:18][CH:19]=1)[S:9]([C:3]1[CH:4]=[CH:5][C:6]([Cl:8])=[CH:7][C:2]=1[Cl:1])(=[O:11])=[O:10], predict the reactants needed to synthesize it. (4) Given the product [CH2:1]([O:8][C:9](=[O:18])[NH:10][C:11]1([C:14]2[N:17]=[C:26]([C:28]([F:31])([F:30])[F:29])[O:16][N:15]=2)[CH2:12][CH2:13]1)[C:2]1[CH:3]=[CH:4][CH:5]=[CH:6][CH:7]=1, predict the reactants needed to synthesize it. The reactants are: [CH2:1]([O:8][C:9](=[O:18])[NH:10][C:11]1([C:14](=[NH:17])[NH:15][OH:16])[CH2:13][CH2:12]1)[C:2]1[CH:7]=[CH:6][CH:5]=[CH:4][CH:3]=1.CCN(CC)CC.[C:26](O[C:26]([C:28]([F:31])([F:30])[F:29])=O)([C:28]([F:31])([F:30])[F:29])=O.B(F)(F)F.CCOCC. (5) Given the product [CH3:17][N:13]1[C:14]2[C:10](=[CH:9][C:8]([NH2:7])=[CH:16][CH:15]=2)[C:11]([C:18]2[NH:26][C:21]3=[N:22][CH:23]=[CH:24][CH:25]=[C:20]3[CH:19]=2)=[CH:12]1, predict the reactants needed to synthesize it. The reactants are: C(OC(=O)[NH:7][C:8]1[CH:9]=[C:10]2[C:14](=[CH:15][CH:16]=1)[N:13]([CH3:17])[CH:12]=[C:11]2[C:18]1[NH:26][C:21]2=[N:22][CH:23]=[CH:24][CH:25]=[C:20]2[CH:19]=1)(C)(C)C.FC(F)(F)C(O)=O.